Dataset: NCI-60 drug combinations with 297,098 pairs across 59 cell lines. Task: Regression. Given two drug SMILES strings and cell line genomic features, predict the synergy score measuring deviation from expected non-interaction effect. (1) Drug 1: CC1OCC2C(O1)C(C(C(O2)OC3C4COC(=O)C4C(C5=CC6=C(C=C35)OCO6)C7=CC(=C(C(=C7)OC)O)OC)O)O. Drug 2: CC=C1C(=O)NC(C(=O)OC2CC(=O)NC(C(=O)NC(CSSCCC=C2)C(=O)N1)C(C)C)C(C)C. Cell line: COLO 205. Synergy scores: CSS=73.6, Synergy_ZIP=-1.96, Synergy_Bliss=-4.71, Synergy_Loewe=-5.52, Synergy_HSA=-4.15. (2) Drug 1: CCC(=C(C1=CC=CC=C1)C2=CC=C(C=C2)OCCN(C)C)C3=CC=CC=C3.C(C(=O)O)C(CC(=O)O)(C(=O)O)O. Drug 2: CC1=C(C=C(C=C1)C(=O)NC2=CC(=CC(=C2)C(F)(F)F)N3C=C(N=C3)C)NC4=NC=CC(=N4)C5=CN=CC=C5. Cell line: A549. Synergy scores: CSS=-5.17, Synergy_ZIP=7.36, Synergy_Bliss=0.899, Synergy_Loewe=-2.53, Synergy_HSA=-3.24. (3) Drug 1: CCCS(=O)(=O)NC1=C(C(=C(C=C1)F)C(=O)C2=CNC3=C2C=C(C=N3)C4=CC=C(C=C4)Cl)F. Drug 2: C1CCC(CC1)NC(=O)N(CCCl)N=O. Cell line: MALME-3M. Synergy scores: CSS=65.9, Synergy_ZIP=7.07, Synergy_Bliss=9.83, Synergy_Loewe=-7.81, Synergy_HSA=10.7. (4) Drug 1: C1=CC(=CC=C1CC(C(=O)O)N)N(CCCl)CCCl.Cl. Cell line: LOX IMVI. Synergy scores: CSS=23.4, Synergy_ZIP=-7.73, Synergy_Bliss=0.394, Synergy_Loewe=1.97, Synergy_HSA=2.94. Drug 2: C1=NC(=NC(=O)N1C2C(C(C(O2)CO)O)O)N. (5) Drug 2: C1=CN(C=N1)CC(O)(P(=O)(O)O)P(=O)(O)O. Drug 1: CS(=O)(=O)C1=CC(=C(C=C1)C(=O)NC2=CC(=C(C=C2)Cl)C3=CC=CC=N3)Cl. Synergy scores: CSS=8.70, Synergy_ZIP=-1.14, Synergy_Bliss=4.06, Synergy_Loewe=0.787, Synergy_HSA=1.74. Cell line: HCT-15. (6) Drug 1: CC1=C(C=C(C=C1)NC2=NC=CC(=N2)N(C)C3=CC4=NN(C(=C4C=C3)C)C)S(=O)(=O)N.Cl. Drug 2: C1=NC(=NC(=O)N1C2C(C(C(O2)CO)O)O)N. Cell line: 786-0. Synergy scores: CSS=4.72, Synergy_ZIP=-0.999, Synergy_Bliss=3.75, Synergy_Loewe=2.27, Synergy_HSA=3.13.